From a dataset of Reaction yield outcomes from USPTO patents with 853,638 reactions. Predict the reaction yield, written as a fraction of the theoretical maximum amount of product (1.0 means a 100% yield; for example, 0.34 means a 34% yield). (1) The reactants are [C:1]([C:3]([C:6]1[CH:7]=[C:8]([CH:19]=[CH:20][CH:21]=1)[C:9]([NH:11][C:12]1[CH:17]=[CH:16][CH:15]=[C:14]([OH:18])[CH:13]=1)=[O:10])([CH3:5])[CH3:4])#[N:2].F[C:23]1[CH:32]=[CH:31][C:30]([N+:33]([O-:35])=[O:34])=[CH:29][C:24]=1[C:25]([O:27][CH3:28])=[O:26].C(=O)([O-])[O-].[K+].[K+]. The catalyst is CN(C)C=O. The product is [C:1]([C:3]([C:6]1[CH:7]=[C:8]([C:9]([NH:11][C:12]2[CH:13]=[C:14]([CH:15]=[CH:16][CH:17]=2)[O:18][C:23]2[CH:32]=[CH:31][C:30]([N+:33]([O-:35])=[O:34])=[CH:29][C:24]=2[C:25]([O:27][CH3:28])=[O:26])=[O:10])[CH:19]=[CH:20][CH:21]=1)([CH3:5])[CH3:4])#[N:2]. The yield is 0.980. (2) The reactants are [F:1][C:2]1[CH:3]=[C:4]([C:8]2[CH:16]=[CH:15][C:11]([C:12]([OH:14])=O)=[CH:10][N:9]=2)[CH:5]=[CH:6][CH:7]=1.C(N=C=NCCCN(C)C)C.ON1C2[N:34]=[CH:35][CH:36]=[CH:37][C:32]=2N=N1.NCC1CC1. The catalyst is C(Cl)Cl.O. The product is [CH:36]1([CH2:35][NH:34][C:12](=[O:14])[C:11]2[CH:15]=[CH:16][C:8]([C:4]3[CH:5]=[CH:6][CH:7]=[C:2]([F:1])[CH:3]=3)=[N:9][CH:10]=2)[CH2:32][CH2:37]1. The yield is 0.270.